This data is from CYP2C19 inhibition data for predicting drug metabolism from PubChem BioAssay. The task is: Regression/Classification. Given a drug SMILES string, predict its absorption, distribution, metabolism, or excretion properties. Task type varies by dataset: regression for continuous measurements (e.g., permeability, clearance, half-life) or binary classification for categorical outcomes (e.g., BBB penetration, CYP inhibition). Dataset: cyp2c19_veith. (1) The molecule is CCOC(=O)c1cnc(-c2ccccc2)nc1Oc1ccc(Cl)cc1. The result is 0 (non-inhibitor). (2) The drug is COCCNc1cc(-c2ccccc2CN(C)C)ncn1. The result is 0 (non-inhibitor). (3) The drug is O=C(Nc1ccccc1)N1CCCC2(CCN(C(=O)Oc3ccccc3)CC2)C1. The result is 0 (non-inhibitor).